From a dataset of Retrosynthesis with 50K atom-mapped reactions and 10 reaction types from USPTO. Predict the reactants needed to synthesize the given product. (1) The reactants are: CCN(CC)/N=N/c1c(C#C[Si](C)(C)C)c(F)cc(C(C)=O)c1-c1cccc(F)c1. Given the product C#Cc1c(F)cc(C(C)=O)c(-c2cccc(F)c2)c1/N=N/N(CC)CC, predict the reactants needed to synthesize it. (2) Given the product COc1c(N2CCC(n3nncc3C)C2)c(F)cc2c(=O)c(C(=O)O)cn(C3CC3)c12, predict the reactants needed to synthesize it. The reactants are: COc1c(F)c(F)cc2c(=O)c(C(=O)O)cn(C3CC3)c12.Cc1cnnn1C1CCNC1. (3) Given the product CCCCc1nc2cc(Cl)ccc2n1Cc1ccc(-c2ccccc2C(=O)O)cc1, predict the reactants needed to synthesize it. The reactants are: CCCCc1nc2cc(Cl)ccc2n1Cc1ccc(-c2ccccc2C(=O)OC(C)(C)C)cc1. (4) The reactants are: O=C(c1ccccc1)c1cccc(Br)c1. Given the product OC(c1ccccc1)c1cccc(Br)c1, predict the reactants needed to synthesize it. (5) The reactants are: CCN(CC)C(=O)c1ccc(CO)cc1. Given the product CCN(CC)C(=O)c1ccc(C=O)cc1, predict the reactants needed to synthesize it. (6) Given the product OC(CCCn1ccnc1)c1ccc(Cl)cc1, predict the reactants needed to synthesize it. The reactants are: O=C(CCCn1ccnc1)c1ccc(Cl)cc1. (7) Given the product CC(=O)N1CCCOc2ccc([N+](=O)[O-])cc21, predict the reactants needed to synthesize it. The reactants are: CC(=O)OC(C)=O.O=[N+]([O-])c1ccc2c(c1)NCCCO2.